This data is from Forward reaction prediction with 1.9M reactions from USPTO patents (1976-2016). The task is: Predict the product of the given reaction. (1) Given the reactants CS(O[CH:6]1[CH2:9][N:8](C(C2C=CC=CC=2)C2C=CC=CC=2)[CH2:7]1)(=O)=O.[Cl:23][C:24]1[CH:29]=[CH:28][C:27]([C:30]#[N:31])=[CH:26][C:25]=1[OH:32].C([O-])([O-])=O.[Cs+].[Cs+].C(=O)([O-])[O-].[K+].[K+], predict the reaction product. The product is: [ClH:23].[NH:8]1[CH2:9][CH:6]([O:32][C:25]2[CH:26]=[C:27]([CH:28]=[CH:29][C:24]=2[Cl:23])[C:30]#[N:31])[CH2:7]1. (2) Given the reactants [F:1][C:2]1[CH:7]=[CH:6][C:5]([N+:8]([O-:10])=[O:9])=[CH:4][C:3]=1B(O)O.Cl[N:15]1[CH:24]=[CH:23][C:22]2[C:17](=[CH:18][CH:19]=[CH:20][CH:21]=2)[CH2:16]1.[Li+].[OH-].C1(C)C=CC=CC=1, predict the reaction product. The product is: [F:1][C:2]1[CH:7]=[CH:6][C:5]([N+:8]([O-:10])=[O:9])=[CH:4][C:3]=1[C:16]1[C:17]2[C:22](=[CH:21][CH:20]=[CH:19][CH:18]=2)[CH:23]=[CH:24][N:15]=1. (3) Given the reactants [NH2:1][CH2:2][C@@H:3]1[C@H:8]([CH3:9])[CH2:7][CH2:6][CH2:5][N:4]1[C:10]([C:12]1[CH:17]=[C:16]([CH3:18])[CH:15]=[CH:14][C:13]=1[C:19]1[CH:20]=[N:21][N:22]([CH3:24])[CH:23]=1)=[O:11].Br[C:26]1[CH:31]=[CH:30][CH:29]=[C:28]([CH3:32])[N:27]=1, predict the reaction product. The product is: [CH3:9][C@@H:8]1[CH2:7][CH2:6][CH2:5][N:4]([C:10]([C:12]2[CH:17]=[C:16]([CH3:18])[CH:15]=[CH:14][C:13]=2[C:19]2[CH:20]=[N:21][N:22]([CH3:24])[CH:23]=2)=[O:11])[C@@H:3]1[CH2:2][NH:1][C:26]1[CH:31]=[CH:30][CH:29]=[C:28]([CH3:32])[N:27]=1.